Dataset: Forward reaction prediction with 1.9M reactions from USPTO patents (1976-2016). Task: Predict the product of the given reaction. (1) Given the reactants [H-].[Na+].Cl.Cl.[NH2:5][C:6]1[CH:14]=[CH:13][C:9]([C:10]([NH2:12])=[NH:11])=[CH:8][CH:7]=1.CN(C)[CH:17]=[CH:18][C:19]([C:21]1[CH:22]=[C:23]([CH:26]=[CH:27][CH:28]=1)[C:24]#[N:25])=O, predict the reaction product. The product is: [NH2:5][C:6]1[CH:14]=[CH:13][C:9]([C:10]2[N:12]=[C:19]([C:21]3[CH:22]=[C:23]([CH:26]=[CH:27][CH:28]=3)[C:24]#[N:25])[CH:18]=[CH:17][N:11]=2)=[CH:8][CH:7]=1. (2) Given the reactants Cl[C:2]1[NH:3][C:4](=[O:13])[C:5]2[C:10]([CH:11]=1)=[CH:9][C:8]([Cl:12])=[CH:7][CH:6]=2.[CH3:14][N:15]1[CH2:20][CH2:19][NH:18][CH2:17][CH2:16]1, predict the reaction product. The product is: [Cl:12][C:8]1[CH:9]=[C:10]2[C:5](=[CH:6][CH:7]=1)[C:4](=[O:13])[NH:3][C:2]([N:18]1[CH2:19][CH2:20][N:15]([CH3:14])[CH2:16][CH2:17]1)=[CH:11]2.